From a dataset of Forward reaction prediction with 1.9M reactions from USPTO patents (1976-2016). Predict the product of the given reaction. (1) Given the reactants [CH:1]1([CH2:7][CH:8]([N:12]2[C:17](=[O:18])[CH:16]=[C:15]([O:19][C:20]3[C:25]([F:26])=[CH:24][CH:23]=[CH:22][C:21]=3[F:27])[CH:14]=[N:13]2)[C:9](O)=[O:10])[CH2:6][CH2:5][CH2:4][CH2:3][CH2:2]1.[C:28]([Si:32]([CH3:43])([CH3:42])[O:33][CH2:34][CH2:35][N:36]1[CH:40]=[CH:39][C:38]([NH2:41])=[N:37]1)([CH3:31])([CH3:30])[CH3:29], predict the reaction product. The product is: [C:28]([Si:32]([CH3:43])([CH3:42])[O:33][CH2:34][CH2:35][N:36]1[CH:40]=[CH:39][C:38]([NH:41][C:9](=[O:10])[CH:8]([N:12]2[C:17](=[O:18])[CH:16]=[C:15]([O:19][C:20]3[C:21]([F:27])=[CH:22][CH:23]=[CH:24][C:25]=3[F:26])[CH:14]=[N:13]2)[CH2:7][CH:1]2[CH2:6][CH2:5][CH2:4][CH2:3][CH2:2]2)=[N:37]1)([CH3:31])([CH3:30])[CH3:29]. (2) Given the reactants [C:1]1([CH2:7][CH2:8][CH2:9][C:10]([N:12]2[C@@H:19]([CH3:20])[CH2:18][CH2:17][C@H:13]2[C:14]([OH:16])=O)=[O:11])[CH:6]=[CH:5][CH:4]=[CH:3][CH:2]=1.FC(F)(F)C(O)=O.[C:28]([O:31][CH2:32][C:33]([C@@H:35]1[CH2:39][CH2:38][CH2:37][NH:36]1)=[O:34])(=[O:30])[CH3:29], predict the reaction product. The product is: [C:1]1([CH2:7][CH2:8][CH2:9][C:10]([N:12]2[C@@H:19]([CH3:20])[CH2:18][CH2:17][C@H:13]2[C:14]([N:36]2[CH2:37][CH2:38][CH2:39][C@H:35]2[C:33](=[O:34])[CH2:32][O:31][C:28](=[O:30])[CH3:29])=[O:16])=[O:11])[CH:2]=[CH:3][CH:4]=[CH:5][CH:6]=1. (3) The product is: [NH2:9][C:8]1[C:7]2[C:6]([C:10]3[CH:15]=[CH:14][CH:13]=[C:12]([O:16][CH3:17])[CH:11]=3)=[N:5][C:4]([NH:18][CH:19]3[CH2:21][CH2:20]3)=[N:3][C:2]=2[S:22][C:23]=1[C:24]([NH2:26])=[O:25]. Given the reactants Cl[C:2]1[C:7]([C:8]#[N:9])=[C:6]([C:10]2[CH:15]=[CH:14][CH:13]=[C:12]([O:16][CH3:17])[CH:11]=2)[N:5]=[C:4]([NH:18][CH:19]2[CH2:21][CH2:20]2)[N:3]=1.[SH:22][CH2:23][C:24]([NH2:26])=[O:25].C(=O)([O-])[O-].[K+].[K+].CC[O-].[Na+], predict the reaction product. (4) Given the reactants [C:1]([O:5][C@@H:6]([C:12]1[C:13]([CH3:32])=[N:14][C:15]2[N:16]([N:26]=[C:27]([C:29](O)=[O:30])[CH:28]=2)[C:17]=1[N:18]1[CH2:23][CH2:22][C:21]([CH3:25])([CH3:24])[CH2:20][CH2:19]1)[C:7]([O:9]CC)=[O:8])([CH3:4])([CH3:3])[CH3:2].[F:33][C:34]1[CH:39]=[CH:38][C:37]([CH2:40][NH2:41])=[CH:36][C:35]=1[CH3:42].CCN(C(C)C)C(C)C.CN(C(ON1N=NC2C=CC=NC1=2)=[N+](C)C)C.F[P-](F)(F)(F)(F)F.[OH-].[Na+], predict the reaction product. The product is: [C:1]([O:5][C@@H:6]([C:12]1[C:13]([CH3:32])=[N:14][C:15]2[N:16]([N:26]=[C:27]([C:29](=[O:30])[NH:41][CH2:40][C:37]3[CH:38]=[CH:39][C:34]([F:33])=[C:35]([CH3:42])[CH:36]=3)[CH:28]=2)[C:17]=1[N:18]1[CH2:19][CH2:20][C:21]([CH3:25])([CH3:24])[CH2:22][CH2:23]1)[C:7]([OH:9])=[O:8])([CH3:3])([CH3:2])[CH3:4]. (5) Given the reactants C([O-])([O-])=O.[K+].[K+].CS(O[CH:12]1[CH2:16][CH:15]([C:17]2[CH:22]=[CH:21][C:20]([Cl:23])=[CH:19][CH:18]=2)[O:14][CH2:13]1)(=O)=O.[F:24][C:25]([F:34])([F:33])[C:26]1[CH:27]=[C:28]([SH:32])[CH:29]=[CH:30][CH:31]=1, predict the reaction product. The product is: [Cl:23][C:20]1[CH:19]=[CH:18][C:17]([CH:15]2[CH2:16][CH:12]([S:32][C:28]3[CH:29]=[CH:30][CH:31]=[C:26]([C:25]([F:24])([F:33])[F:34])[CH:27]=3)[CH2:13][O:14]2)=[CH:22][CH:21]=1. (6) Given the reactants C(N(CC)CC)C.[C:8](Cl)([C:21]1[CH:26]=[CH:25][CH:24]=[CH:23][CH:22]=1)([C:15]1[CH:20]=[CH:19][CH:18]=[CH:17][CH:16]=1)[C:9]1[CH:14]=[CH:13][CH:12]=[CH:11][CH:10]=1.[CH3:28][C:29]([CH3:38])([CH:36]=[CH2:37])[CH2:30][C:31]1[N:32]=[CH:33][NH:34][CH:35]=1.[Cl-].[NH4+], predict the reaction product. The product is: [CH3:28][C:29]([CH3:38])([CH:36]=[CH2:37])[CH2:30][C:31]1[N:32]=[CH:33][N:34]([C:8]([C:21]2[CH:26]=[CH:25][CH:24]=[CH:23][CH:22]=2)([C:15]2[CH:20]=[CH:19][CH:18]=[CH:17][CH:16]=2)[C:9]2[CH:14]=[CH:13][CH:12]=[CH:11][CH:10]=2)[CH:35]=1. (7) Given the reactants Cl[C:2]1[CH:34]=[CH:33][C:5]2=[N:6][N:7]([C:9]3[CH:14]=[C:13]([C:15]([CH2:18][C:19]([CH3:22])([CH3:21])[CH3:20])([CH3:17])[CH3:16])[CH:12]=[C:11]([C:23]([C:26]4[CH:31]=[CH:30][CH:29]=[CH:28][CH:27]=4)([CH3:25])[CH3:24])[C:10]=3[OH:32])[N:8]=[C:4]2[CH:3]=1.[CH2:35]([SH:39])[CH2:36][CH2:37][CH3:38].[OH-].[K+].CN1CCCC1=O.Cl, predict the reaction product. The product is: [CH2:35]([S:39][C:2]1[CH:34]=[CH:33][C:5]2=[N:6][N:7]([C:9]3[CH:14]=[C:13]([C:15]([CH2:18][C:19]([CH3:22])([CH3:21])[CH3:20])([CH3:17])[CH3:16])[CH:12]=[C:11]([C:23]([C:26]4[CH:31]=[CH:30][CH:29]=[CH:28][CH:27]=4)([CH3:25])[CH3:24])[C:10]=3[OH:32])[N:8]=[C:4]2[CH:3]=1)[CH2:36][CH2:37][CH3:38]. (8) Given the reactants [NH2:1][C:2]1[C:7]([NH2:8])=[C:6]([NH:9][C@@H:10]2[C@@H:15]3[CH2:16][C@@H:12]([CH:13]=[CH:14]3)[C@@H:11]2[C:17]([NH2:19])=[O:18])[C:5]([Cl:20])=[CH:4][N:3]=1.[N:21]1([C:26]2[CH:27]=[C:28]([CH:31]=[CH:32][CH:33]=2)[CH:29]=O)[CH:25]=[CH:24][CH:23]=[N:22]1.C([O-])(=O)C.[NH4+].C(O)C, predict the reaction product. The product is: [Cl:20][C:5]1[C:6]([NH:9][C@@H:10]2[C@@H:15]3[CH2:16][C@@H:12]([CH:13]=[CH:14]3)[C@@H:11]2[C:17]([NH2:19])=[O:18])=[C:7]2[N:8]=[C:29]([C:28]3[CH:31]=[CH:32][CH:33]=[C:26]([N:21]4[CH:25]=[CH:24][CH:23]=[N:22]4)[CH:27]=3)[NH:1][C:2]2=[N:3][CH:4]=1. (9) Given the reactants [H-].[Na+].[OH:3][C@H:4]1[CH2:8][CH2:7][O:6][CH2:5]1.Cl[CH2:10][C:11]1[CH:16]=[CH:15][CH:14]=[CH:13][N:12]=1, predict the reaction product. The product is: [O:6]1[CH2:7][CH2:8][C@H:4]([O:3][CH2:10][C:11]2[CH:16]=[CH:15][CH:14]=[CH:13][N:12]=2)[CH2:5]1.